Dataset: Full USPTO retrosynthesis dataset with 1.9M reactions from patents (1976-2016). Task: Predict the reactants needed to synthesize the given product. Given the product [CH2:20]([O:27][C:28]1[CH:33]=[CH:32][C:31]([CH2:34][N:5]2[C:6]3[C:11](=[C:10]([O:13][CH2:14][C:15]([O:17][CH2:18][CH3:19])=[O:16])[CH:9]=[CH:8][CH:7]=3)[CH:12]=[C:4]2[CH3:3])=[CH:30][C:29]=1[CH:36]([CH3:38])[CH3:37])[C:21]1[CH:22]=[CH:23][CH:24]=[CH:25][CH:26]=1, predict the reactants needed to synthesize it. The reactants are: [H-].[Na+].[CH3:3][C:4]1[NH:5][C:6]2[C:11]([CH:12]=1)=[C:10]([O:13][CH2:14][C:15]([O:17][CH2:18][CH3:19])=[O:16])[CH:9]=[CH:8][CH:7]=2.[CH2:20]([O:27][C:28]1[CH:33]=[CH:32][C:31]([CH2:34]Cl)=[CH:30][C:29]=1[CH:36]([CH3:38])[CH3:37])[C:21]1[CH:26]=[CH:25][CH:24]=[CH:23][CH:22]=1.